Dataset: Reaction yield outcomes from USPTO patents with 853,638 reactions. Task: Predict the reaction yield, written as a fraction of the theoretical maximum amount of product (1.0 means a 100% yield; for example, 0.34 means a 34% yield). (1) The reactants are [C:1]([NH2:9])(=[S:8])[C:2]1[CH:7]=[CH:6][CH:5]=[N:4][CH:3]=1.Br[CH2:11][C:12](=O)[C:13]([O:15][CH2:16][CH3:17])=[O:14].CO. The catalyst is C(O)C.C(Cl)(Cl)Cl. The product is [N:4]1[CH:5]=[CH:6][CH:7]=[C:2]([C:1]2[S:8][CH:11]=[C:12]([C:13]([O:15][CH2:16][CH3:17])=[O:14])[N:9]=2)[CH:3]=1. The yield is 0.710. (2) The reactants are [O:1]1[CH2:6][CH2:5][O:4][C:3]2[CH:7]=[C:8]([C@@H:11]([OH:30])[C@H:12]([NH:19][C:20](=O)C=CC3C=CC=CC=3)[CH2:13][N:14]3[CH2:18][CH2:17][CH2:16][CH2:15]3)[CH:9]=[CH:10][C:2]1=2.CCN(C(C)C)C(C)C.C(Cl)(=O)C=CC1C=CC=CC=1. The catalyst is C1COCC1.CCOC(C)=O. The product is [O:1]1[CH2:6][CH2:5][O:4][C:3]2[CH:7]=[C:8]([C@@H:11]([OH:30])[C@H:12]([NH:19][CH3:20])[CH2:13][N:14]3[CH2:15][CH2:16][CH2:17][CH2:18]3)[CH:9]=[CH:10][C:2]1=2. The yield is 0.430.